This data is from Forward reaction prediction with 1.9M reactions from USPTO patents (1976-2016). The task is: Predict the product of the given reaction. (1) The product is: [Br:1][C:2]1[CH:7]=[CH:6][N:5]=[C:4]2[N:8]([S:11]([C:14]3[CH:20]=[CH:19][C:17]([CH3:18])=[CH:16][CH:15]=3)(=[O:13])=[O:12])[C:9]([I:29])=[CH:10][C:3]=12. Given the reactants [Br:1][C:2]1[CH:7]=[CH:6][N:5]=[C:4]2[N:8]([S:11]([C:14]3[CH:20]=[CH:19][C:17]([CH3:18])=[CH:16][CH:15]=3)(=[O:13])=[O:12])[CH:9]=[CH:10][C:3]=12.C([N-]C(C)C)(C)C.[Li+].[I:29]I, predict the reaction product. (2) Given the reactants [O:1]=[S:2]1(=[O:50])[CH2:7][CH2:6][N:5]([CH2:8][CH2:9][NH:10][C@:11]23[CH2:46][CH2:45][C@@H:44]([C:47]([CH3:49])=[CH2:48])[C@@H:12]2[C@@H:13]2[C@@:26]([CH3:29])([CH2:27][CH2:28]3)[C@@:25]3([CH3:30])[C@@H:16]([C@:17]4([CH3:43])[C@@H:22]([CH2:23][CH2:24]3)[C:21]([CH3:32])([CH3:31])[C:20]([C:33]3[CH2:38][CH2:37][CH:36]([C:39]([O:41][CH3:42])=[O:40])[CH2:35][CH:34]=3)=[CH:19][CH2:18]4)[CH2:15][CH2:14]2)[CH2:4][CH2:3]1.C1([SiH3])C=CC=CC=1.C1C[O:61]CC1, predict the reaction product. The product is: [O:50]=[S:2]1(=[O:1])[CH2:7][CH2:6][N:5]([CH2:8][CH2:9][NH:10][C@:11]23[CH2:46][CH2:45][C@@H:44]([C:47]([OH:61])([CH3:49])[CH3:48])[C@@H:12]2[C@@H:13]2[C@@:26]([CH3:29])([CH2:27][CH2:28]3)[C@@:25]3([CH3:30])[C@@H:16]([C@:17]4([CH3:43])[C@@H:22]([CH2:23][CH2:24]3)[C:21]([CH3:32])([CH3:31])[C:20]([C:33]3[CH2:38][CH2:37][CH:36]([C:39]([O:41][CH3:42])=[O:40])[CH2:35][CH:34]=3)=[CH:19][CH2:18]4)[CH2:15][CH2:14]2)[CH2:4][CH2:3]1. (3) The product is: [C:15]([C:14]1[CH:13]=[C:12]([CH:19]=[CH:18][CH:17]=1)[O:11][C:6]1[C:7]([CH3:10])=[N:8][CH:9]=[C:4]([CH2:1][NH:21][C:22]2[CH:29]=[CH:28][C:25]([C:26]#[N:27])=[CH:24][CH:23]=2)[C:5]=1[CH3:20])#[N:16]. Given the reactants [C:1]([C:4]1[C:5]([CH3:20])=[C:6]([O:11][C:12]2[CH:13]=[C:14]([CH:17]=[CH:18][CH:19]=2)[C:15]#[N:16])[C:7]([CH3:10])=[N:8][CH:9]=1)(O)=O.[NH2:21][C:22]1[CH:29]=[CH:28][C:25]([C:26]#[N:27])=[CH:24][CH:23]=1, predict the reaction product. (4) Given the reactants [Cl:1][C:2]1[CH:7]=[CH:6][CH:5]=[CH:4][C:3]=1[C:8]#[CH:9].[CH3:10][O:11][C:12]([C:14]1[C:19](Br)=[CH:18][N:17]=[C:16]([S:21][CH3:22])[N:15]=1)=[O:13].C(N(CC)CC)C.C1(P(C2C=CC=CC=2)C2C=CC=CC=2)C=CC=CC=1, predict the reaction product. The product is: [CH3:10][O:11][C:12]([C:14]1[C:19]([C:9]#[C:8][C:3]2[CH:4]=[CH:5][CH:6]=[CH:7][C:2]=2[Cl:1])=[CH:18][N:17]=[C:16]([S:21][CH3:22])[N:15]=1)=[O:13]. (5) Given the reactants [Br:1][C:2]1[C:3]([CH2:10][CH3:11])=[C:4]([CH:7]=[CH:8][CH:9]=1)[C:5]#[N:6].C(=O)(O)[O-].[Na+].Cl.[NH2:18][OH:19], predict the reaction product. The product is: [Br:1][C:2]1[C:3]([CH2:10][CH3:11])=[C:4]([C:5](=[NH:6])[NH:18][OH:19])[CH:7]=[CH:8][CH:9]=1. (6) Given the reactants [C:1]([O:5][C:6](=[O:18])[NH:7][C:8]1[CH:13]=[CH:12][C:11]([Cl:14])=[CH:10][C:9]=1[N+:15]([O-])=O)([CH3:4])([CH3:3])[CH3:2].O.O.Cl[Sn]Cl, predict the reaction product. The product is: [C:1]([O:5][C:6](=[O:18])[NH:7][C:8]1[CH:13]=[CH:12][C:11]([Cl:14])=[CH:10][C:9]=1[NH2:15])([CH3:4])([CH3:2])[CH3:3]. (7) Given the reactants [C:1]([C:4]1[N:5]([CH2:22][C:23]2[CH:34]=[CH:33][C:26]([C:27](N(OC)C)=[O:28])=[CH:25][CH:24]=2)[C:6](=[O:21])[C:7]2[C:12]([C:13]=1[C:14]1[CH:19]=[CH:18][CH:17]=[CH:16][CH:15]=1)=[CH:11][C:10]([Br:20])=[CH:9][CH:8]=2)(=[O:3])[CH3:2].[CH3:35][Mg]Br.[Cl-].[NH4+], predict the reaction product. The product is: [C:1]([C:4]1[N:5]([CH2:22][C:23]2[CH:34]=[CH:33][C:26]([C:27](=[O:28])[CH3:35])=[CH:25][CH:24]=2)[C:6](=[O:21])[C:7]2[C:12]([C:13]=1[C:14]1[CH:19]=[CH:18][CH:17]=[CH:16][CH:15]=1)=[CH:11][C:10]([Br:20])=[CH:9][CH:8]=2)(=[O:3])[CH3:2]. (8) Given the reactants [CH3:1][S:2][C:3]1[N:8]=[C:7]([C:9]2[S:13][C:12]([S:14]([NH:17][C:18]3[CH:19]=[C:20]([CH:33]=[CH:34][CH:35]=3)[C:21]([NH:23][C:24]3[CH:32]=[CH:31][C:27]([C:28]([OH:30])=[O:29])=[CH:26][CH:25]=3)=[O:22])(=[O:16])=[O:15])=[CH:11][CH:10]=2)[CH:6]=[CH:5][N:4]=1.CSC1N=C(C2SC(S(Cl)(=O)=O)=CC=2)[CH:41]=[CH:40]N=1, predict the reaction product. The product is: [CH2:40]([O:29][C:28](=[O:30])[C:27]1[CH:26]=[CH:25][C:24]([NH:23][C:21](=[O:22])[C:20]2[CH:33]=[CH:34][CH:35]=[C:18]([NH:17][S:14]([C:12]3[S:13][C:9]([C:7]4[CH:6]=[CH:5][N:4]=[C:3]([S:2][CH3:1])[N:8]=4)=[CH:10][CH:11]=3)(=[O:15])=[O:16])[CH:19]=2)=[CH:32][CH:31]=1)[CH3:41].